From a dataset of Forward reaction prediction with 1.9M reactions from USPTO patents (1976-2016). Predict the product of the given reaction. (1) Given the reactants C([O-])([O-])=O.[Cs+].[Cs+].Br[CH2:8][C:9]1[CH:14]=[CH:13][CH:12]=[C:11]([I:15])[CH:10]=1.CN(C=O)C.[CH2:21]([O:23][C:24](=[O:41])[CH2:25][CH:26]([C:34]1[CH:39]=[CH:38][C:37]([F:40])=[CH:36][CH:35]=1)[C:27]1[CH:32]=[CH:31][C:30]([OH:33])=[CH:29][CH:28]=1)[CH3:22], predict the reaction product. The product is: [I:15][C:11]1[CH:10]=[C:9]([CH:14]=[CH:13][CH:12]=1)[CH2:8][O:33][C:30]1[CH:31]=[CH:32][C:27]([CH:26]([C:34]2[CH:35]=[CH:36][C:37]([F:40])=[CH:38][CH:39]=2)[CH2:25][C:24]([O:23][CH2:21][CH3:22])=[O:41])=[CH:28][CH:29]=1. (2) Given the reactants Br[C:2]1[CH:3]=[C:4]([CH2:14][C:15]#[N:16])[CH:5]=[CH:6][C:7]=1[CH2:8][N:9]1[CH2:13][CH2:12][CH2:11][CH2:10]1.[CH3:17][Si:18]([C:21]#[CH:22])([CH3:20])[CH3:19].C(N(CC)CC)C.[Na+].[Cl-], predict the reaction product. The product is: [N:9]1([CH2:8][C:7]2[CH:6]=[CH:5][C:4]([CH2:14][C:15]#[N:16])=[CH:3][C:2]=2[C:22]#[C:21][Si:18]([CH3:20])([CH3:19])[CH3:17])[CH2:13][CH2:12][CH2:11][CH2:10]1. (3) The product is: [CH3:1][C:2]1[CH:6]=[C:5]([CH3:7])[N:4]([C:8]2[CH:13]=[CH:12][C:11]([C:14]([N:20]([CH3:21])[CH3:19])=[O:15])=[CH:10][C:9]=2[OH:17])[N:3]=1. Given the reactants [CH3:1][C:2]1[CH:6]=[C:5]([CH3:7])[N:4]([C:8]2[CH:13]=[CH:12][C:11]([C:14](O)=[O:15])=[CH:10][C:9]=2[OH:17])[N:3]=1.Cl.[CH3:19][N:20](C)[CH2:21]CCN=C=NCC.ON1C2C=CC=CC=2N=N1.CNC, predict the reaction product. (4) Given the reactants [N:1]1[C:6]([C:7](Cl)=[O:8])=[CH:5][CH:4]=[CH:3][C:2]=1[C:10](Cl)=[O:11].[NH2:13][C:14]1[CH:18]=[C:17]([C:19]2[CH:24]=[CH:23][C:22]([CH3:25])=[CH:21][CH:20]=2)[N:16](C(OC(C)(C)C)=O)[N:15]=1, predict the reaction product. The product is: [C:22]1([CH3:25])[CH:21]=[CH:20][C:19]([C:17]2[NH:16][N:15]=[C:14]([NH:13][C:10]([C:2]3[CH:3]=[CH:4][CH:5]=[C:6]([C:7]([NH:13][C:14]4[CH:18]=[C:17]([C:19]5[CH:20]=[CH:21][C:22]([CH3:25])=[CH:23][CH:24]=5)[NH:16][N:15]=4)=[O:8])[N:1]=3)=[O:11])[CH:18]=2)=[CH:24][CH:23]=1. (5) The product is: [CH2:1]([O:3][C:4](=[O:22])[CH2:5][N:6]([CH2:7][CH2:8][NH:9][S:10]([C:13]1[S:14][C:15]2[CH:21]=[CH:20][CH:19]=[CH:18][C:16]=2[N:17]=1)(=[O:12])=[O:11])[C:50](=[O:51])[CH2:49][N:44]1[CH:43]=[N:42][C:41]2[C:45]1=[N:46][CH:47]=[N:48][C:40]=2[NH:39][C:37]([O:36][CH:23]([C:30]1[CH:35]=[CH:34][CH:33]=[CH:32][CH:31]=1)[C:24]1[CH:29]=[CH:28][CH:27]=[CH:26][CH:25]=1)=[O:38])[CH3:2]. Given the reactants [CH2:1]([O:3][C:4](=[O:22])[CH2:5][NH:6][CH2:7][CH2:8][NH:9][S:10]([C:13]1[S:14][C:15]2[CH:21]=[CH:20][CH:19]=[CH:18][C:16]=2[N:17]=1)(=[O:12])=[O:11])[CH3:2].[CH:23]([O:36][C:37]([NH:39][C:40]1[N:48]=[CH:47][N:46]=[C:45]2[C:41]=1[N:42]=[CH:43][N:44]2[CH2:49][C:50](O)=[O:51])=[O:38])([C:30]1[CH:35]=[CH:34][CH:33]=[CH:32][CH:31]=1)[C:24]1[CH:29]=[CH:28][CH:27]=[CH:26][CH:25]=1, predict the reaction product.